From a dataset of Reaction yield outcomes from USPTO patents with 853,638 reactions. Predict the reaction yield, written as a fraction of the theoretical maximum amount of product (1.0 means a 100% yield; for example, 0.34 means a 34% yield). (1) The reactants are [S:1]1[CH2:6][CH2:5][CH2:4][S:3][CH:2]1[C:7]1[CH:16]=[CH:15][C:10]([C:11]([O:13][CH3:14])=[O:12])=[CH:9][CH:8]=1.C[Si]([N-][Si](C)(C)C)(C)C.[Na+].[Cl:27][CH2:28][CH2:29][CH2:30]I. No catalyst specified. The product is [Cl:27][CH2:28][CH2:29][CH2:30][C:2]1([C:7]2[CH:16]=[CH:15][C:10]([C:11]([O:13][CH3:14])=[O:12])=[CH:9][CH:8]=2)[S:3][CH2:4][CH2:5][CH2:6][S:1]1. The yield is 0.310. (2) The reactants are [Br:1][C:2]1[CH:3]=[CH:4][C:5]([OH:10])=[C:6]([CH:9]=1)[CH:7]=[O:8].[H-].[Na+].Br[CH2:14][C:15]([O:17][CH2:18][CH3:19])=[O:16].Cl. The catalyst is CN(C=O)C. The product is [CH2:18]([O:17][C:15](=[O:16])[CH2:14][O:10][C:5]1[CH:4]=[CH:3][C:2]([Br:1])=[CH:9][C:6]=1[CH:7]=[O:8])[CH3:19]. The yield is 0.980. (3) The reactants are Cl[C:2]1[N:3]=[C:4]([N:18]2[CH2:23][CH2:22][O:21][CH2:20][CH2:19]2)[C:5]2[S:10][C:9]([CH2:11][N:12]([CH3:17])[S:13]([CH3:16])(=[O:15])=[O:14])=[CH:8][C:6]=2[N:7]=1.C(OC(=O)[NH:30][C:31]1[S:32][C:33]([Sn](CCCC)(CCCC)CCCC)=[CH:34][N:35]=1)(C)(C)C. The catalyst is CC(N(C)C)=O.C1C=CC([P]([Pd]([P](C2C=CC=CC=2)(C2C=CC=CC=2)C2C=CC=CC=2)([P](C2C=CC=CC=2)(C2C=CC=CC=2)C2C=CC=CC=2)[P](C2C=CC=CC=2)(C2C=CC=CC=2)C2C=CC=CC=2)(C2C=CC=CC=2)C2C=CC=CC=2)=CC=1. The product is [NH2:30][C:31]1[S:32][C:33]([C:2]2[N:3]=[C:4]([N:18]3[CH2:23][CH2:22][O:21][CH2:20][CH2:19]3)[C:5]3[S:10][C:9]([CH2:11][N:12]([CH3:17])[S:13]([CH3:16])(=[O:15])=[O:14])=[CH:8][C:6]=3[N:7]=2)=[CH:34][N:35]=1. The yield is 0.120. (4) The catalyst is CN(C=O)C.O. The reactants are Cl.[Cl:2][C:3]1[CH:22]=[CH:21][C:6]([CH2:7][C:8]2[CH:20]=[CH:19][C:11]([O:12][CH2:13][C@H:14]3[CH2:18][CH2:17][CH2:16][NH:15]3)=[CH:10][CH:9]=2)=[CH:5][CH:4]=1.Br[CH2:24][CH2:25][CH2:26][C:27]([O:29][CH3:30])=[O:28].C(=O)([O-])[O-].[K+].[K+]. The yield is 0.350. The product is [CH3:30][O:29][C:27](=[O:28])[CH2:26][CH2:25][CH2:24][N:15]1[CH2:16][CH2:17][CH2:18][C@@H:14]1[CH2:13][O:12][C:11]1[CH:19]=[CH:20][C:8]([CH2:7][C:6]2[CH:21]=[CH:22][C:3]([Cl:2])=[CH:4][CH:5]=2)=[CH:9][CH:10]=1. (5) The reactants are C([N:4]1[C:8]2[CH:9]=[CH:10][CH:11]=[CH:12][C:7]=2[N:6]([CH2:13][C:14]2[N:18]([CH2:19][CH2:20][CH:21]([CH3:23])[CH3:22])[C:17]3[CH:24]=[CH:25][C:26]([C:28]([NH2:30])=[NH:29])=[CH:27][C:16]=3[N:15]=2)[C:5]1=[O:31])(C)=C. The catalyst is C(O)(C(F)(F)F)=O.C(Cl)Cl. The product is [CH3:22][CH:21]([CH3:23])[CH2:20][CH2:19][N:18]1[C:17]2[CH:24]=[CH:25][C:26]([C:28]([NH2:30])=[NH:29])=[CH:27][C:16]=2[N:15]=[C:14]1[CH2:13][N:6]1[C:7]2[CH:12]=[CH:11][CH:10]=[CH:9][C:8]=2[NH:4][C:5]1=[O:31]. The yield is 0.990.